Task: Predict the reaction yield, written as a fraction of the theoretical maximum amount of product (1.0 means a 100% yield; for example, 0.34 means a 34% yield).. Dataset: Reaction yield outcomes from USPTO patents with 853,638 reactions (1) The reactants are [Cl:1][C:2]1[CH:10]=[C:9]2[C:5](/[C:6](=[CH:12]/[C:13]3[CH:14]=N[CH:16]=[C:17]([Cl:19])[CH:18]=3)/[C:7](=[O:11])[NH:8]2)=[CH:4][CH:3]=1.[C:20]([O:24][C:25](O[C:25]([O:24][C:20]([CH3:23])([CH3:22])[CH3:21])=[O:26])=[O:26])([CH3:23])([CH3:22])[CH3:21].Cl[CH2:36]Cl. The catalyst is CN(C)C1C=CN=CC=1. The product is [C:20]([O:24][C:25]([N:8]1[C:9]2[C:5](=[CH:4][CH:3]=[C:2]([Cl:1])[CH:10]=2)/[C:6](=[CH:12]/[C:13]2[CH:14]=[CH:36][CH:16]=[C:17]([Cl:19])[CH:18]=2)/[C:7]1=[O:11])=[O:26])([CH3:23])([CH3:22])[CH3:21]. The yield is 0.960. (2) The reactants are [H-].[Na+].[CH3:3][N:4]1[C:8]2[CH:9]=[C:10]([C:13]3[CH:14]=[C:15]([OH:19])[CH:16]=[CH:17][CH:18]=3)[CH:11]=[CH:12][C:7]=2[N:6]=[CH:5]1.Cl[CH2:21][CH:22]1[CH2:24][O:23]1. The catalyst is CN(C=O)C.O. The product is [CH3:3][N:4]1[C:8]2[CH:9]=[C:10]([C:13]3[CH:18]=[CH:17][CH:16]=[C:15]([O:19][CH2:21][CH:22]4[CH2:24][O:23]4)[CH:14]=3)[CH:11]=[CH:12][C:7]=2[N:6]=[CH:5]1. The yield is 0.800. (3) The reactants are [Cl:1][C:2]1[CH:7]=[CH:6][C:5]([O:8][C:9]2[CH:16]=[CH:15][C:14]([CH2:17][S:18][C:19]3[NH:20][CH:21]=[C:22]([CH2:26][CH3:27])[C:23](=[O:25])[N:24]=3)=[CH:13][C:10]=2[C:11]#[N:12])=[CH:4][C:3]=1[C:28]([F:31])([F:30])[F:29].[CH3:32]CN(C(C)C)C(C)C.CI. The catalyst is C(Cl)Cl. The product is [Cl:1][C:2]1[CH:7]=[CH:6][C:5]([O:8][C:9]2[CH:16]=[CH:15][C:14]([CH2:17][S:18][C:19]3[N:20]([CH3:32])[CH:21]=[C:22]([CH2:26][CH3:27])[C:23](=[O:25])[N:24]=3)=[CH:13][C:10]=2[C:11]#[N:12])=[CH:4][C:3]=1[C:28]([F:30])([F:29])[F:31]. The yield is 0.324.